From a dataset of Full USPTO retrosynthesis dataset with 1.9M reactions from patents (1976-2016). Predict the reactants needed to synthesize the given product. (1) Given the product [CH3:22][O:23][C:24]1[CH:25]=[CH:26][C:27]([CH2:28][N:37]([CH3:36])[C:13]2[CH:12]=[C:11]3[C:16]([CH:17]=[C:8]([C:6]4[CH:7]=[C:2]([NH2:1])[CH:3]=[CH:4][C:5]=4[Cl:21])[C:9](=[O:20])[N:10]3[CH3:19])=[CH:15][N:14]=2)=[CH:31][CH:32]=1, predict the reactants needed to synthesize it. The reactants are: [NH2:1][C:2]1[CH:3]=[CH:4][C:5]([Cl:21])=[C:6]([C:8]2[C:9](=[O:20])[N:10]([CH3:19])[C:11]3[C:16]([CH:17]=2)=[CH:15][N:14]=[C:13](Cl)[CH:12]=3)[CH:7]=1.[CH3:22][O:23][C:24]1[CH:32]=[CH:31][C:27]([CH2:28]CN)=[CH:26][CH:25]=1.C1CCN2[C:36](=[N:37]CCC2)CC1.O. (2) Given the product [CH2:17]([N:18]([CH2:21][C:22]1[CH:23]=[CH:24][CH:25]=[CH:26][CH:27]=1)[C:10]([C:4]1[CH:5]=[C:6]([C:7]([OH:9])=[O:8])[N:1]=[CH:2][N:3]=1)=[O:12])[C:22]1[CH:27]=[CH:26][CH:25]=[CH:24][CH:23]=1, predict the reactants needed to synthesize it. The reactants are: [N:1]1[C:6]([C:7]([OH:9])=[O:8])=[CH:5][C:4]([C:10]([OH:12])=O)=[N:3][CH:2]=1.S(Cl)(Cl)=O.[CH3:17][N:18]([CH3:21])C=O.[C:22]1(C)[CH:27]=[CH:26][CH:25]=[CH:24][CH:23]=1. (3) Given the product [F:3][C:4]1[C:5]([CH2:16][N:17]([CH3:25])[C:18](=[O:24])[O:19][C:20]([CH3:21])([CH3:22])[CH3:23])=[CH:6][N:7]([S:48]([C:43]2[CH:44]=[N:45][CH:46]=[CH:47][C:42]=2[CH3:41])(=[O:50])=[O:49])[C:8]=1[C:9]1[C:10]([F:15])=[N:11][CH:12]=[CH:13][CH:14]=1, predict the reactants needed to synthesize it. The reactants are: [H-].[Na+].[F:3][C:4]1[C:5]([CH2:16][N:17]([CH3:25])[C:18](=[O:24])[O:19][C:20]([CH3:23])([CH3:22])[CH3:21])=[CH:6][NH:7][C:8]=1[C:9]1[C:10]([F:15])=[N:11][CH:12]=[CH:13][CH:14]=1.C1OCCOCCOCCOCCOC1.[CH3:41][C:42]1[CH:47]=[CH:46][N:45]=[CH:44][C:43]=1[S:48](Cl)(=[O:50])=[O:49]. (4) Given the product [NH2:24][C:9]1[C:10]2[C:5](=[CH:4][C:3]([O:2][CH3:1])=[CH:12][CH:11]=2)[CH:6]=[CH:7][N:8]=1, predict the reactants needed to synthesize it. The reactants are: [CH3:1][O:2][C:3]1[CH:4]=[C:5]2[C:10](=[CH:11][CH:12]=1)[C:9](OC1C=CC=CC=1)=[N:8][CH:7]=[CH:6]2.C([O-])(=O)C.[NH4+:24]. (5) Given the product [ClH:26].[CH3:4][C:5]1[N:10]=[C:9](/[C:11](=[N:13]/[O:14][CH2:15][CH2:16][CH2:17][C:18]2[N:23]=[C:22]([C:24]([NH2:27])=[NH:25])[CH:21]=[CH:20][CH:19]=2)/[CH3:12])[CH:8]=[CH:7][CH:6]=1, predict the reactants needed to synthesize it. The reactants are: C[O-].[Na+].[CH3:4][C:5]1[N:10]=[C:9](/[C:11](=[N:13]/[O:14][CH2:15][CH2:16][CH2:17][C:18]2[N:23]=[C:22]([C:24]#[N:25])[CH:21]=[CH:20][CH:19]=2)/[CH3:12])[CH:8]=[CH:7][CH:6]=1.[Cl-:26].[NH4+:27]. (6) Given the product [F:1][C:2]1[CH:7]=[C:6]([I:8])[CH:5]=[CH:4][C:3]=1[NH:9][C:10]1[N:15]([CH3:16])[C:14](=[O:17])[C:13]2[CH:18]=[C:19]([CH3:21])[O:20][C:12]=2[C:11]=1[C:22]([NH:24][O:25][CH2:26][CH2:27][OH:28])=[O:23], predict the reactants needed to synthesize it. The reactants are: [F:1][C:2]1[CH:7]=[C:6]([I:8])[CH:5]=[CH:4][C:3]=1[NH:9][C:10]1[N:15]([CH3:16])[C:14](=[O:17])[C:13]2[CH:18]=[C:19]([CH3:21])[O:20][C:12]=2[C:11]=1[C:22]([NH:24][O:25][CH2:26][CH2:27][O:28]C=C)=[O:23].Cl. (7) Given the product [C:24]([Si:21]([CH3:23])([CH3:22])[O:20][CH2:19][CH2:18][O:10][C:5]1[CH:4]=[CH:3][C:2]([Cl:1])=[CH:9][C:6]=1[CH:7]=[O:8])([CH3:27])([CH3:26])[CH3:25], predict the reactants needed to synthesize it. The reactants are: [Cl:1][C:2]1[CH:9]=[C:6]([CH:7]=[O:8])[C:5]([OH:10])=[CH:4][CH:3]=1.C([O-])([O-])=O.[K+].[K+].Br[CH2:18][CH2:19][O:20][Si:21]([C:24]([CH3:27])([CH3:26])[CH3:25])([CH3:23])[CH3:22].